This data is from Full USPTO retrosynthesis dataset with 1.9M reactions from patents (1976-2016). The task is: Predict the reactants needed to synthesize the given product. (1) Given the product [F:1][C:2]1[CH:7]=[CH:6][C:5]([OH:8])=[N:4][C:3]=1[NH:10][CH2:11][C:12]1[CH:17]=[CH:16][CH:15]=[C:14]([F:18])[CH:13]=1, predict the reactants needed to synthesize it. The reactants are: [F:1][C:2]1[C:3]([NH:10][CH2:11][C:12]2[CH:17]=[CH:16][CH:15]=[C:14]([F:18])[CH:13]=2)=[N:4][C:5]([O:8]C)=[CH:6][CH:7]=1.[I-].[Na+].C[Si](Cl)(C)C.CO. (2) Given the product [CH2:27]([C:3]1[N:4]=[C:5]([CH2:24][CH2:25][CH3:26])[N:6]([CH2:9][C:10]2[CH:15]=[CH:14][C:13]([C:16]3[C:17]([C:22]#[N:23])=[CH:18][CH:19]=[CH:20][CH:21]=3)=[CH:12][CH:11]=2)[C:7](=[O:8])[C:2]=1[O:39][C:36]1[CH:35]=[CH:34][C:33]([O:32][C:31]([CH3:41])([CH3:40])[CH2:30][OH:29])=[CH:38][CH:37]=1)[CH3:28], predict the reactants needed to synthesize it. The reactants are: Br[C:2]1[C:7](=[O:8])[N:6]([CH2:9][C:10]2[CH:15]=[CH:14][C:13]([C:16]3[C:17]([C:22]#[N:23])=[CH:18][CH:19]=[CH:20][CH:21]=3)=[CH:12][CH:11]=2)[C:5]([CH2:24][CH2:25][CH3:26])=[N:4][C:3]=1[CH2:27][CH3:28].[OH:29][CH2:30][C:31]([CH3:41])([CH3:40])[O:32][C:33]1[CH:38]=[CH:37][C:36]([OH:39])=[CH:35][CH:34]=1.[OH-].[K+].CS(C)=O. (3) Given the product [Cl:15][C:16]1[S:47][C:19]2[C:20]3([CH2:26][CH2:27][N:28]([CH2:31][C:32]4[C:33]([CH3:46])=[N:34][N:35]([C:37]5[C:44]([F:45])=[CH:43][CH:42]=[CH:41][C:38]=5[CH2:39][NH:48][CH2:49][CH2:50][OH:51])[CH:36]=4)[CH2:29][CH2:30]3)[O:21][CH2:22][C:23]([F:24])([F:25])[C:18]=2[CH:17]=1, predict the reactants needed to synthesize it. The reactants are: C(O[BH-](OC(=O)C)OC(=O)C)(=O)C.[Na+].[Cl:15][C:16]1[S:47][C:19]2[C:20]3([CH2:30][CH2:29][N:28]([CH2:31][C:32]4[C:33]([CH3:46])=[N:34][N:35]([C:37]5[C:44]([F:45])=[CH:43][CH:42]=[CH:41][C:38]=5[CH:39]=O)[CH:36]=4)[CH2:27][CH2:26]3)[O:21][CH2:22][C:23]([F:25])([F:24])[C:18]=2[CH:17]=1.[NH2:48][CH2:49][CH2:50][OH:51].C(=O)(O)[O-].[Na+]. (4) Given the product [CH2:14]([N:21]1[CH2:11][C:5]2[C:4](=[CH:9][CH:8]=[C:7]([Cl:10])[CH:6]=2)[C:3]1=[O:13])[C:15]1[CH:20]=[CH:19][CH:18]=[CH:17][CH:16]=1, predict the reactants needed to synthesize it. The reactants are: CO[C:3](=[O:13])[C:4]1[CH:9]=[CH:8][C:7]([Cl:10])=[CH:6][C:5]=1[CH2:11]Br.[CH2:14]([NH2:21])[C:15]1[CH:20]=[CH:19][CH:18]=[CH:17][CH:16]=1.C([O-])([O-])=O.[K+].[K+].C(OCC)(=O)C.